Dataset: NCI-60 drug combinations with 297,098 pairs across 59 cell lines. Task: Regression. Given two drug SMILES strings and cell line genomic features, predict the synergy score measuring deviation from expected non-interaction effect. (1) Drug 1: CCCS(=O)(=O)NC1=C(C(=C(C=C1)F)C(=O)C2=CNC3=C2C=C(C=N3)C4=CC=C(C=C4)Cl)F. Drug 2: C1=CN(C=N1)CC(O)(P(=O)(O)O)P(=O)(O)O. Cell line: HL-60(TB). Synergy scores: CSS=-8.54, Synergy_ZIP=3.95, Synergy_Bliss=-0.161, Synergy_Loewe=-11.0, Synergy_HSA=-10.9. (2) Drug 1: CN1CCC(CC1)COC2=C(C=C3C(=C2)N=CN=C3NC4=C(C=C(C=C4)Br)F)OC. Drug 2: C1CCN(CC1)CCOC2=CC=C(C=C2)C(=O)C3=C(SC4=C3C=CC(=C4)O)C5=CC=C(C=C5)O. Cell line: MOLT-4. Synergy scores: CSS=13.6, Synergy_ZIP=-0.576, Synergy_Bliss=7.23, Synergy_Loewe=1.99, Synergy_HSA=6.14.